The task is: Predict the reactants needed to synthesize the given product.. This data is from Full USPTO retrosynthesis dataset with 1.9M reactions from patents (1976-2016). (1) Given the product [F:1][C:2]1[CH:7]=[CH:6][C:5]([C:14]2[C:22]3[C:17](=[N:18][CH:19]=[N:20][C:21]=3[NH2:23])[N:16]([CH:24]([CH3:26])[CH3:25])[N:15]=2)=[CH:4][C:3]=1[O:11][CH3:12], predict the reactants needed to synthesize it. The reactants are: [F:1][C:2]1[CH:7]=[CH:6][C:5](B(O)O)=[CH:4][C:3]=1[O:11][CH3:12].I[C:14]1[C:22]2[C:17](=[N:18][CH:19]=[N:20][C:21]=2[NH2:23])[N:16]([CH:24]([CH3:26])[CH3:25])[N:15]=1.C([O-])([O-])=O.[Na+].[Na+]. (2) Given the product [CH2:1]([N:3]1[C:7]([C@@H:8]2[CH2:12][CH2:11][CH2:10][C@H:9]2[OH:13])=[CH:6][CH:5]=[N:4]1)[CH3:2], predict the reactants needed to synthesize it. The reactants are: [CH2:1]([N:3]1[C:7]([C@H:8]2[CH2:12][CH2:11][CH2:10][C@@H:9]2[OH:13])=[CH:6][CH:5]=[N:4]1)[CH3:2]. (3) The reactants are: [H-].[Na+].[C:3]([C:7]1[CH:8]=[C:9]2[C:14](=[C:15]([F:17])[CH:16]=1)[C:13](=[O:18])[NH:12][N:11]=[CH:10]2)([CH3:6])([CH3:5])[CH3:4].[Br:19][C:20]1[CH:25]=[C:24]([F:26])[C:23]([CH2:27]Br)=[CH:22][C:21]=1[CH2:29][OH:30].O. Given the product [Br:19][C:20]1[C:21]([CH2:29][OH:30])=[CH:22][C:23]([CH2:27][N:12]2[N:11]=[CH:10][C:9]3[C:14](=[C:15]([F:17])[CH:16]=[C:7]([C:3]([CH3:6])([CH3:4])[CH3:5])[CH:8]=3)[C:13]2=[O:18])=[C:24]([F:26])[CH:25]=1, predict the reactants needed to synthesize it. (4) Given the product [F:1][C:2]1[CH:7]=[CH:6][C:5]([C:8]2([CH2:14][CH2:15][C:16]3[O:17][C:18]4[CH:28]=[CH:27][C:26]5[C:21](=[CH:22][CH:23]=[C:24]([CH:29]=[O:32])[CH:25]=5)[C:19]=4[N:20]=3)[CH2:9][CH2:10][CH2:11][CH2:12][CH2:13]2)=[CH:4][CH:3]=1, predict the reactants needed to synthesize it. The reactants are: [F:1][C:2]1[CH:7]=[CH:6][C:5]([C:8]2([CH2:14][CH2:15][C:16]3[O:17][C:18]4[CH:28]=[CH:27][C:26]5[C:21](=[CH:22][CH:23]=[C:24]([CH:29]([OH:32])CO)[CH:25]=5)[C:19]=4[N:20]=3)[CH2:13][CH2:12][CH2:11][CH2:10][CH2:9]2)=[CH:4][CH:3]=1.I([O-])(=O)(=O)=O.[Na+].C(OCC)(=O)C. (5) Given the product [C:1]1([S:7]([C:10]2[CH:14]([F:27])[C:13]([CH3:16])([CH3:15])[O:12][N:11]=2)(=[O:8])=[O:9])[CH:2]=[CH:3][CH:4]=[CH:5][CH:6]=1, predict the reactants needed to synthesize it. The reactants are: [C:1]1([S:7]([C:10]2[CH2:14][C:13]([CH3:16])([CH3:15])[O:12][N:11]=2)(=[O:9])=[O:8])[CH:6]=[CH:5][CH:4]=[CH:3][CH:2]=1.C1C=CC(S(N(S(C2C=CC=CC=2)(=O)=O)[F:27])(=O)=O)=CC=1.C[Si](C)(C)[N-][Si](C)(C)C.[Na+].[Cl-].[NH4+]. (6) The reactants are: [Si:1]([O:8][C:9]1[CH:10]=[C:11]2[C:16](=[CH:17][CH:18]=1)[CH:15]=[C:14]([C:19]#[C:20][CH2:21][CH2:22][NH:23]C(=O)OCC1C=CC=CC=1)[CH:13]=[CH:12]2)([C:4]([CH3:7])([CH3:6])[CH3:5])([CH3:3])[CH3:2]. Given the product [Si:1]([O:8][C:9]1[CH:10]=[C:11]2[C:16](=[CH:17][CH:18]=1)[CH:15]=[C:14]([CH2:19][CH2:20][CH2:21][CH2:22][NH2:23])[CH:13]=[CH:12]2)([C:4]([CH3:7])([CH3:6])[CH3:5])([CH3:3])[CH3:2], predict the reactants needed to synthesize it. (7) The reactants are: [C:1]([O:5][C:6]([N:8]1[CH2:13][CH2:12][CH:11]([CH2:14][O:15][CH2:16][C@H:17]([NH2:24])[C:18]2[CH:23]=[CH:22][CH:21]=[CH:20][CH:19]=2)[CH2:10][CH2:9]1)=[O:7])([CH3:4])([CH3:3])[CH3:2].[Cl:25][C:26]1[C:34]2[C:29](=[CH:30][C:31]([C:35](O)=[O:36])=[CH:32][CH:33]=2)[NH:28][CH:27]=1. Given the product [C:1]([O:5][C:6]([N:8]1[CH2:13][CH2:12][CH:11]([CH2:14][O:15][CH2:16][C@H:17]([NH:24][C:35]([C:31]2[CH:30]=[C:29]3[C:34]([C:26]([Cl:25])=[CH:27][NH:28]3)=[CH:33][CH:32]=2)=[O:36])[C:18]2[CH:23]=[CH:22][CH:21]=[CH:20][CH:19]=2)[CH2:10][CH2:9]1)=[O:7])([CH3:4])([CH3:2])[CH3:3], predict the reactants needed to synthesize it.